This data is from Full USPTO retrosynthesis dataset with 1.9M reactions from patents (1976-2016). The task is: Predict the reactants needed to synthesize the given product. (1) Given the product [Cl:1][C:2]1[CH:3]=[C:4]2[C:12](=[C:13]([NH:15][C:16]([C@@H:18]3[CH2:19][O:20][C:21]([CH3:29])([CH3:28])[CH2:22][N:23]3[CH2:24][C:25](=[O:27])[N:30]3[CH2:34][CH2:33][CH2:32][CH2:31]3)=[O:17])[CH:14]=1)[NH:11][C:10]1[CH:9]=[N:8][CH:7]=[CH:6][C:5]2=1, predict the reactants needed to synthesize it. The reactants are: [Cl:1][C:2]1[CH:3]=[C:4]2[C:12](=[C:13]([NH:15][C:16]([C@H:18]3[N:23]([CH2:24][C:25]([OH:27])=O)[CH2:22][C:21]([CH3:29])([CH3:28])[O:20][CH2:19]3)=[O:17])[CH:14]=1)[NH:11][C:10]1[CH:9]=[N:8][CH:7]=[CH:6][C:5]2=1.[NH:30]1[CH2:34][CH2:33][CH2:32][CH2:31]1.C([O-])(=O)C.[NH4+]. (2) Given the product [CH3:25][C:19]1[N:20]=[C:21]2[N:17]3[C:18]=1[N:14]([CH2:13][CH2:12][CH2:11][CH2:10][CH2:9][NH:8][S:42]([C:45]([F:48])([F:47])[F:46])(=[O:44])=[O:43])[C:15](=[O:26])[C:16]3=[CH:24][CH:23]=[CH:22]2, predict the reactants needed to synthesize it. The reactants are: C(OC([NH:8][CH2:9][CH2:10][CH2:11][CH2:12][CH2:13][N:14]1[C:18]2=[C:19]([CH3:25])[N:20]=[C:21]3[CH:22]=[CH:23][CH:24]=[C:16]([N:17]23)[C:15]1=[O:26])=O)(C)(C)C.Cl.C(N(CC)CC)C.C1C=CC(N([S:42]([C:45]([F:48])([F:47])[F:46])(=[O:44])=[O:43])[S:42]([C:45]([F:48])([F:47])[F:46])(=[O:44])=[O:43])=CC=1.